The task is: Predict the reaction yield, written as a fraction of the theoretical maximum amount of product (1.0 means a 100% yield; for example, 0.34 means a 34% yield).. This data is from Reaction yield outcomes from USPTO patents with 853,638 reactions. (1) The reactants are [H-].[Na+].[Cl:3][C:4]1[CH:5]=[CH:6][C:7]([CH2:10][OH:11])=[N:8][CH:9]=1.[CH:12]([CH:15]1[C:20]2[N:21]=[CH:22][NH:23][C:19]=2[CH2:18][CH2:17][N:16]1[C:24](OCC(Cl)(Cl)Cl)=[O:25])([CH3:14])[CH3:13]. The catalyst is C1COCC1. The product is [CH:12]([CH:15]1[C:20]2[N:21]=[CH:22][NH:23][C:19]=2[CH2:18][CH2:17][N:16]1[C:24]([O:11][CH2:10][C:7]1[CH:6]=[CH:5][C:4]([Cl:3])=[CH:9][N:8]=1)=[O:25])([CH3:14])[CH3:13]. The yield is 0.0120. (2) The reactants are [I:1][C:2]1[CH:7]=[C:6]([N+:8]([O-:10])=[O:9])[CH:5]=[CH:4][C:3]=1[OH:11].Br[CH2:13][C:14]([O:16][C:17]([CH3:20])([CH3:19])[CH3:18])=[O:15].C(=O)([O-])[O-].[K+].[K+].O. The catalyst is CN(C)C=O. The product is [I:1][C:2]1[CH:7]=[C:6]([N+:8]([O-:10])=[O:9])[CH:5]=[CH:4][C:3]=1[O:11][CH2:13][C:14]([O:16][C:17]([CH3:20])([CH3:19])[CH3:18])=[O:15]. The yield is 0.600. (3) The reactants are [Br:1][C:2]1[CH:3]=[C:4]2[N:10]=[C:9](SC)[O:8][C:5]2=[N:6][CH:7]=1.Br[C:14]1[CH:15]=[C:16]([N+:21]([O-])=O)[C:17](O)=[N:18][CH:19]=1.Cl.C(O[CH2:29][CH3:30])(=O)C. No catalyst specified. The product is [Br:1][C:2]1[CH:3]=[C:4]2[N:10]=[C:9]([N:21]3[CH:15]4[CH2:29][CH2:30][N:18]([CH2:19][CH2:14]4)[CH2:17][CH2:16]3)[O:8][C:5]2=[N:6][CH:7]=1. The yield is 0.640. (4) The reactants are [CH3:1][O:2][C:3]1[CH:26]=[C:25]([O:27][CH3:28])[CH:24]=[CH:23][C:4]=1[CH2:5][N:6]1[C:14](=O)[C:13]2[C:8](=[CH:9][CH:10]=[CH:11][C:12]=2[O:16][CH2:17][CH2:18][N:19]([CH3:21])[CH3:20])[C:7]1=O.[H-].[Al+3].[Li+].[H-].[H-].[H-].C1COCC1. No catalyst specified. The product is [CH3:1][O:2][C:3]1[CH:26]=[C:25]([O:27][CH3:28])[CH:24]=[CH:23][C:4]=1[CH2:5][N:6]1[CH2:14][C:13]2[C:8](=[CH:9][CH:10]=[CH:11][C:12]=2[O:16][CH2:17][CH2:18][N:19]([CH3:21])[CH3:20])[CH2:7]1. The yield is 1.03.